This data is from Full USPTO retrosynthesis dataset with 1.9M reactions from patents (1976-2016). The task is: Predict the reactants needed to synthesize the given product. Given the product [CH:1]1([N:5]2[CH2:11][CH2:10][C:9]3[S:12][C:13]([C:15]4[CH:16]=[CH:17][C:18]([C:21]([NH:25][CH3:24])=[O:23])=[N:19][CH:20]=4)=[N:14][C:8]=3[CH2:7][CH2:6]2)[CH2:4][CH2:3][CH2:2]1, predict the reactants needed to synthesize it. The reactants are: [CH:1]1([N:5]2[CH2:11][CH2:10][C:9]3[S:12][C:13]([C:15]4[CH:16]=[CH:17][C:18]([C:21]([OH:23])=O)=[N:19][CH:20]=4)=[N:14][C:8]=3[CH2:7][CH2:6]2)[CH2:4][CH2:3][CH2:2]1.[CH3:24][NH2:25].O1CCCC1.